This data is from hERG potassium channel inhibition data for cardiac toxicity prediction from Karim et al.. The task is: Regression/Classification. Given a drug SMILES string, predict its toxicity properties. Task type varies by dataset: regression for continuous values (e.g., LD50, hERG inhibition percentage) or binary classification for toxic/non-toxic outcomes (e.g., AMES mutagenicity, cardiotoxicity, hepatotoxicity). Dataset: herg_karim. (1) The compound is CC(=O)C1=NN2c3cc(F)ccc3OCC2C1(CCCN1CCNCC1)c1ccccc1. The result is 1 (blocker). (2) The compound is CN1Cc2c(N)cccc2C(c2ccccc2)C1. The result is 0 (non-blocker). (3) The molecule is CN[C@H](COC)c1nc(N2CCOC[C@H]2C)c2ccc(-c3ccc(OC)c(CO)c3)nc2n1. The result is 0 (non-blocker). (4) The compound is CC(=O)Nc1ccc(CC(=O)N(C)C2CCN(Cc3ccc(C(F)(F)F)cc3)CC2)cc1. The result is 1 (blocker). (5) The compound is COCCOc1ccc(C2CN(NS(C)(=O)=O)C(=O)N2CCc2ccc(OC)cc2)cc1. The result is 0 (non-blocker). (6) The compound is CS(=O)(=O)c1cccc(-c2ccc3ncc(-c4ccc(C(=O)N5CCC(O)C5)cc4)n3n2)c1. The result is 0 (non-blocker). (7) The molecule is COC(C(N)=O)[C@@]12CC(F)(F)[C@@H](C)[C@H](/C=C/c3ccc(-c4ccccc4C#N)cn3)[C@@H]1[C@@H](C)OC2=O. The result is 0 (non-blocker).